This data is from Reaction yield outcomes from USPTO patents with 853,638 reactions. The task is: Predict the reaction yield, written as a fraction of the theoretical maximum amount of product (1.0 means a 100% yield; for example, 0.34 means a 34% yield). (1) The reactants are [OH-].[Na+].[Cl:3][C:4]1[CH:5]=[CH:6][C:7]([N+:12]([O-:14])=[O:13])=[C:8]([CH2:10][OH:11])[CH:9]=1.S(OC)(O[CH3:19])(=O)=O. The catalyst is O.ClCCl.S([O-])(O)(=O)=O.C([N+](CCCC)(CCCC)CCCC)CCC. The product is [Cl:3][C:4]1[CH:5]=[CH:6][C:7]([N+:12]([O-:14])=[O:13])=[C:8]([CH2:10][O:11][CH3:19])[CH:9]=1. The yield is 0.720. (2) The reactants are [OH-].[Na+].[CH2:3]([NH:7][C:8](=[O:31])[N:9]([C:11]1[CH:12]=[C:13]([C:17]2[CH:22]=[CH:21][C:20](/[CH:23]=[C:24](\[O:29][CH3:30])/[C:25]([O:27]C)=[O:26])=[CH:19][CH:18]=2)[CH:14]=[CH:15][CH:16]=1)[CH3:10])[CH2:4][CH2:5][CH3:6].C(O)(=O)C. The catalyst is O1CCCC1. The product is [CH2:3]([NH:7][C:8](=[O:31])[N:9]([C:11]1[CH:12]=[C:13]([C:17]2[CH:18]=[CH:19][C:20](/[CH:23]=[C:24](\[O:29][CH3:30])/[C:25]([OH:27])=[O:26])=[CH:21][CH:22]=2)[CH:14]=[CH:15][CH:16]=1)[CH3:10])[CH2:4][CH2:5][CH3:6]. The yield is 0.770. (3) The reactants are [N:1]1([C:6]2([CH2:16][CH:17]=O)[CH2:15][C:10]3([CH2:14][CH2:13][CH2:12][CH2:11]3)[O:9][CH2:8][CH2:7]2)[CH:5]=[CH:4][CH:3]=[N:2]1.[S:19]1[CH:23]=[CH:22][CH:21]=[C:20]1[CH2:24][NH2:25].[BH-](OC(C)=O)(OC(C)=O)OC(C)=O.[Na+].C(O)(C(F)(F)F)=O. No catalyst specified. The product is [N:1]1([C:6]2([CH2:16][CH2:17][NH:25][CH2:24][C:20]3[S:19][CH:23]=[CH:22][CH:21]=3)[CH2:15][C:10]3([CH2:14][CH2:13][CH2:12][CH2:11]3)[O:9][CH2:8][CH2:7]2)[CH:5]=[CH:4][CH:3]=[N:2]1. The yield is 0.610. (4) The product is [CH2:7]([O:6][C:4]([CH:3]1[CH2:9][C:19]2[C:18](=[CH:17][CH:22]=[CH:21][C:20]=2[Cl:23])[CH:24]1[N+:28]#[C-:26])=[O:5])[CH3:8]. The reactants are [N+]([CH2:3][C:4]([O:6][CH2:7][CH3:8])=[O:5])#[C-].[C:9]([O-])([O-])=O.[K+].[K+].BrC[C:17]1[CH:22]=[CH:21][C:20]([Cl:23])=[CH:19][C:18]=1[CH2:24]Br.[C:26](#[N:28])C. The yield is 0.580. The catalyst is CCCC[N+](CCCC)(CCCC)CCCC.OS([O-])(=O)=O.